Dataset: Full USPTO retrosynthesis dataset with 1.9M reactions from patents (1976-2016). Task: Predict the reactants needed to synthesize the given product. Given the product [C:11]([O:15][C:16](=[O:20])[CH2:17][CH2:18][N:19]([CH2:8][C:6]1[S:7][C:3]([S:2][CH3:1])=[CH:4][CH:5]=1)[C:53]([NH2:52])=[S:54])([CH3:14])([CH3:13])[CH3:12], predict the reactants needed to synthesize it. The reactants are: [CH3:1][S:2][C:3]1[S:7][C:6]([CH:8]=O)=[CH:5][CH:4]=1.Cl.[C:11]([O:15][C:16](=[O:20])[CH2:17][CH2:18][NH2:19])([CH3:14])([CH3:13])[CH3:12].C(O[BH-](OC(=O)C)OC(=O)C)(=O)C.[Na+].C([N:52]=[C:53]=[S:54])(OCC1C2C(=CC=CC=2)C2C1=CC=CC=2)=O.N1CCCCC1.